From a dataset of Catalyst prediction with 721,799 reactions and 888 catalyst types from USPTO. Predict which catalyst facilitates the given reaction. (1) Product: [Br:28][CH2:20][C:1]1[CH:2]=[CH:3][C:4]([C:7]2[O:8][C:9]3[C:15]([C:16]([O:18][CH3:19])=[O:17])=[CH:14][CH:13]=[CH:12][C:10]=3[N:11]=2)=[CH:5][CH:6]=1. Reactant: [C:1]1([CH3:20])[CH:6]=[CH:5][C:4]([C:7]2[O:8][C:9]3[C:15]([C:16]([O:18][CH3:19])=[O:17])=[CH:14][CH:13]=[CH:12][C:10]=3[N:11]=2)=[CH:3][CH:2]=1.C1C(=O)N([Br:28])C(=O)C1. The catalyst class is: 53. (2) The catalyst class is: 3. Reactant: CC(OC([N:8]1[CH2:13][CH2:12][C:11]([NH:17][C:18]([O:20]CC2C3C(=CC=CC=3)C3C2=CC=CC=3)=O)([C:14]([OH:16])=O)[CH2:10][CH2:9]1)=O)(C)C.[F:35][C:36]([F:49])([F:48])[C:37]1[CH:38]=[C:39]([CH:41]=[C:42]([C:44]([F:47])([F:46])[F:45])[CH:43]=1)[NH2:40].[CH:50](N(C(C)C)CC)([CH3:52])[CH3:51].[F:59][P-](F)(F)(F)(F)F.N1(OC(N(C)C)=[N+](C)C)[C:70]2N=[CH:72][CH:73]=[CH:74][C:69]=2N=N1. Product: [F:35][C:36]([F:48])([F:49])[C:37]1[CH:38]=[C:39]([NH:40][C:14]([C:11]2([NH:17][C:18](=[O:20])/[CH:70]=[CH:69]/[C:74]3[CH:52]=[CH:50][C:51]([F:59])=[CH:72][CH:73]=3)[CH2:10][CH2:9][NH:8][CH2:13][CH2:12]2)=[O:16])[CH:41]=[C:42]([C:44]([F:45])([F:46])[F:47])[CH:43]=1. (3) Reactant: [CH2:1]([O:3][C:4](=[O:14])[CH2:5][C:6]1[CH:11]=[C:10]([OH:12])[CH:9]=[CH:8][C:7]=1[Cl:13])[CH3:2].[Br:15][C:16]1[CH:17]=[CH:18][C:19](F)=[C:20]([CH:23]=1)[CH:21]=[O:22].C(=O)([O-])[O-].[K+].[K+]. Product: [CH2:1]([O:3][C:4](=[O:14])[CH2:5][C:6]1[CH:11]=[C:10]([O:12][C:19]2[CH:18]=[CH:17][C:16]([Br:15])=[CH:23][C:20]=2[CH:21]=[O:22])[CH:9]=[CH:8][C:7]=1[Cl:13])[CH3:2]. The catalyst class is: 12. (4) Reactant: [BH4-].[Na+].[Cl:3][C:4]1[CH:5]=[C:6](/[CH:11]=[CH:12]/[C:13]([O:15][CH2:16][CH3:17])=[O:14])[CH:7]=[CH:8][C:9]=1[F:10]. Product: [Cl:3][C:4]1[CH:5]=[C:6]([CH2:11][CH2:12][C:13]([O:15][CH2:16][CH3:17])=[O:14])[CH:7]=[CH:8][C:9]=1[F:10]. The catalyst class is: 5.